Task: Predict the product of the given reaction.. Dataset: Forward reaction prediction with 1.9M reactions from USPTO patents (1976-2016) Given the reactants F[C:2]1C=CC=C(F)C=1C1NC2C(C=1)=CC(C1N=C(C3C=NC=CN=3)SC=1C)=CC=2.[F:30][C:31]1[CH:36]=[CH:35][CH:34]=[C:33]([F:37])[C:32]=1[C:38]1[NH:39][C:40]2[C:45]([CH:46]=1)=[CH:44][C:43](B1OC(C)(C)C(C)(C)O1)=[CH:42][CH:41]=2.FC(F)(F)S(O[C:62]1[N:63]=[C:64]([C:69]2[CH:74]=[N:73][CH:72]=[CH:71]N=2)[S:65][C:66]=1[CH2:67][CH3:68])(=O)=O, predict the reaction product. The product is: [F:37][C:33]1[CH:34]=[CH:35][CH:36]=[C:31]([F:30])[C:32]=1[C:38]1[NH:39][C:40]2[C:45]([CH:46]=1)=[CH:44][C:43]([C:62]1[N:63]=[C:64]([C:69]3[CH:74]=[N:73][CH:72]=[CH:71][CH:2]=3)[S:65][C:66]=1[CH2:67][CH3:68])=[CH:42][CH:41]=2.